Predict the product of the given reaction. From a dataset of Forward reaction prediction with 1.9M reactions from USPTO patents (1976-2016). Given the reactants [CH3:1][N:2]1[C:6]([CH3:7])=[CH:5][C:4]([C:8]2[O:12][N:11]=[C:10]([C:13]([O:15]CC)=[O:14])[N:9]=2)=[N:3]1.[OH-].[Na+], predict the reaction product. The product is: [CH3:1][N:2]1[C:6]([CH3:7])=[CH:5][C:4]([C:8]2[O:12][N:11]=[C:10]([C:13]([OH:15])=[O:14])[N:9]=2)=[N:3]1.